Dataset: Forward reaction prediction with 1.9M reactions from USPTO patents (1976-2016). Task: Predict the product of the given reaction. Given the reactants ClC(Cl)(Cl)C(=N)[O:4][CH:5]([C:7]1[CH:8]=[C:9]([Cl:25])[CH:10]=[C:11]2[C:15]=1[N:14]([CH2:16][O:17][CH2:18][CH2:19][Si:20]([CH3:23])([CH3:22])[CH3:21])[N:13]=[C:12]2[Br:24])[CH3:6].[F:29][C:30]1[CH:35]=[CH:34][C:33]([C:36]2([CH2:49]O)[CH2:41][CH2:40][N:39]([C:42]([O:44][C:45]([CH3:48])([CH3:47])[CH3:46])=[O:43])[CH2:38][CH2:37]2)=[CH:32][CH:31]=1, predict the reaction product. The product is: [Br:24][C:12]1[C:11]2[C:15](=[C:7]([CH:5]([O:4][CH2:49][C:36]3([C:33]4[CH:34]=[CH:35][C:30]([F:29])=[CH:31][CH:32]=4)[CH2:37][CH2:38][N:39]([C:42]([O:44][C:45]([CH3:46])([CH3:47])[CH3:48])=[O:43])[CH2:40][CH2:41]3)[CH3:6])[CH:8]=[C:9]([Cl:25])[CH:10]=2)[N:14]([CH2:16][O:17][CH2:18][CH2:19][Si:20]([CH3:22])([CH3:23])[CH3:21])[N:13]=1.